From a dataset of Full USPTO retrosynthesis dataset with 1.9M reactions from patents (1976-2016). Predict the reactants needed to synthesize the given product. (1) Given the product [CH2:65]([S:72][C:2]1[CH:11]=[C:10]2[C:5]([C:6]([Cl:12])=[CH:7][CH:8]=[N:9]2)=[CH:4][C:3]=1[CH3:13])[C:66]1[CH:71]=[CH:70][CH:69]=[CH:68][CH:67]=1, predict the reactants needed to synthesize it. The reactants are: Br[C:2]1[CH:11]=[C:10]2[C:5]([C:6]([Cl:12])=[CH:7][CH:8]=[N:9]2)=[CH:4][C:3]=1[CH3:13].CC1(C)C2C(=C(P(C3C=CC=CC=3)C3C=CC=CC=3)C=CC=2)OC2C(P(C3C=CC=CC=3)C3C=CC=CC=3)=CC=CC1=2.CCN(C(C)C)C(C)C.[CH2:65]([SH:72])[C:66]1[CH:71]=[CH:70][CH:69]=[CH:68][CH:67]=1. (2) Given the product [N:31]1([CH:37]2[CH2:42][CH2:41][N:40]([C:22]3[CH:21]=[C:20]4[C:25]([C:16]([NH:15][C:4]5[CH:5]=[CH:6][C:7]([S:8][C:9]6[N:10]([CH3:14])[CH:11]=[CH:12][N:13]=6)=[C:2]([Cl:1])[CH:3]=5)=[C:17]([C:29]#[N:30])[CH:18]=[N:19]4)=[CH:24][C:23]=3[O:26][CH3:27])[CH2:39][CH2:38]2)[CH2:36][CH2:35][CH2:34][CH2:33][CH2:32]1, predict the reactants needed to synthesize it. The reactants are: [Cl:1][C:2]1[CH:3]=[C:4]([NH:15][C:16]2[C:25]3[C:20](=[CH:21][C:22](F)=[C:23]([O:26][CH3:27])[CH:24]=3)[N:19]=[CH:18][C:17]=2[C:29]#[N:30])[CH:5]=[CH:6][C:7]=1[S:8][C:9]1[N:10]([CH3:14])[CH:11]=[CH:12][N:13]=1.[N:31]1([CH:37]2[CH2:42][CH2:41][NH:40][CH2:39][CH2:38]2)[CH2:36][CH2:35][CH2:34][CH2:33][CH2:32]1. (3) Given the product [CH3:24][O:23][C:21]1[CH:20]=[C:18]([NH:19][C:6](=[O:8])[C:5]2[CH:9]=[CH:10][C:11]([O:12][CH3:13])=[C:3]([NH:2][CH3:1])[CH:4]=2)[CH:17]=[C:16]([O:15][CH3:14])[CH:22]=1, predict the reactants needed to synthesize it. The reactants are: [CH3:1][NH:2][C:3]1[CH:4]=[C:5]([CH:9]=[CH:10][C:11]=1[O:12][CH3:13])[C:6]([OH:8])=O.[CH3:14][O:15][C:16]1[CH:17]=[C:18]([CH:20]=[C:21]([O:23][CH3:24])[CH:22]=1)[NH2:19]. (4) Given the product [Br:1][C:2]1[CH:3]=[C:4]([CH3:10])[C:5]2[NH:9][CH:11]=[N:8][C:6]=2[CH:7]=1, predict the reactants needed to synthesize it. The reactants are: [Br:1][C:2]1[CH:7]=[C:6]([NH2:8])[C:5]([NH2:9])=[C:4]([CH3:10])[CH:3]=1.[CH:11](O)=O. (5) Given the product [F:1][C:2]1[CH:3]=[CH:4][C:5]([CH:8]([N+:9]([O-:11])=[O:10])[CH:14]([OH:15])[CH:13]([CH3:16])[CH3:12])=[CH:6][CH:7]=1, predict the reactants needed to synthesize it. The reactants are: [F:1][C:2]1[CH:7]=[CH:6][C:5]([CH2:8][N+:9]([O-:11])=[O:10])=[CH:4][CH:3]=1.[CH3:12][CH:13]([CH3:16])[CH:14]=[O:15].N12CCCNC1=NCCC2. (6) Given the product [CH:1]([O:4][C:5]1[CH:10]=[CH:9][C:8]([S:11]([CH3:14])(=[O:12])=[O:13])=[CH:7][C:6]=1[N:15]=[C:21]=[S:22])([CH3:3])[CH3:2], predict the reactants needed to synthesize it. The reactants are: [CH:1]([O:4][C:5]1[CH:10]=[CH:9][C:8]([S:11]([CH3:14])(=[O:13])=[O:12])=[CH:7][C:6]=1[NH2:15])([CH3:3])[CH3:2].C([O-])(O)=O.[Na+].[C:21](Cl)(Cl)=[S:22]. (7) Given the product [C:15]([N:14]1[CH2:13][C:12]2[CH:23]=[CH:24][CH:25]=[CH:26][C:11]=2[N:10]([CH2:27][C:28]([CH3:30])([CH3:31])[CH3:29])[C:9](=[O:32])[CH:8]1[CH2:7][C:6]([NH:5][CH2:4][C:3]1[CH:34]=[CH:35][CH:36]=[CH:37][C:2]=1[F:1])=[O:33])(=[O:22])[CH3:16], predict the reactants needed to synthesize it. The reactants are: [F:1][C:2]1[CH:37]=[CH:36][CH:35]=[CH:34][C:3]=1[CH2:4][NH:5][C:6](=[O:33])[CH2:7][CH:8]1[N:14]([C:15](=[O:22])[C:16]2C=CN=CC=2)[CH2:13][C:12]2[CH:23]=[CH:24][CH:25]=[CH:26][C:11]=2[N:10]([CH2:27][C:28]([CH3:31])([CH3:30])[CH3:29])[C:9]1=[O:32].C(OC(=O)C)(=O)C. (8) Given the product [OH:45][NH:36][C:26](=[O:28])[CH2:25][CH:23]1[O:22][N:21]=[C:20]([C:17]2[CH:16]=[CH:15][C:14]([O:13][CH2:12][C:10]3[C:9]4[C:4](=[CH:5][CH:6]=[CH:7][CH:8]=4)[N:3]=[C:2]([CH3:1])[CH:11]=3)=[CH:19][CH:18]=2)[CH2:24]1, predict the reactants needed to synthesize it. The reactants are: [CH3:1][C:2]1[CH:11]=[C:10]([CH2:12][O:13][C:14]2[CH:19]=[CH:18][C:17]([C:20]3[CH2:24][CH:23]([CH2:25][C:26]([OH:28])=O)[O:22][N:21]=3)=[CH:16][CH:15]=2)[C:9]2[C:4](=[CH:5][CH:6]=[CH:7][CH:8]=2)[N:3]=1.F[P-](F)(F)(F)(F)F.[N:36]1([O:45][P+](N(C)C)(N(C)C)N(C)C)C2C=CC=CC=2N=N1.C(N(C(C)C)CC)(C)C.Cl.NO. (9) Given the product [C:23]([O:6][C:5](=[O:7])[C:4]1[CH:8]=[CH:9][C:10]([CH2:11][CH2:12][S:13]([N:16]2[CH2:21][CH2:20][C:19](=[O:22])[CH2:18][CH2:17]2)(=[O:15])=[O:14])=[C:2]([CH3:1])[CH:3]=1)([CH3:26])([CH3:25])[CH3:24], predict the reactants needed to synthesize it. The reactants are: [CH3:1][C:2]1[CH:3]=[C:4]([CH:8]=[CH:9][C:10]=1[CH2:11][CH2:12][S:13]([N:16]1[CH2:21][CH2:20][C:19](=[O:22])[CH2:18][CH2:17]1)(=[O:15])=[O:14])[C:5]([OH:7])=[O:6].[C:23](OC(N(C)C)O[C:23]([CH3:26])([CH3:25])[CH3:24])([CH3:26])([CH3:25])[CH3:24].